The task is: Predict which catalyst facilitates the given reaction.. This data is from Catalyst prediction with 721,799 reactions and 888 catalyst types from USPTO. (1) Reactant: [C:1]1([C:26]2[CH:31]=[CH:30][CH:29]=[CH:28][CH:27]=2)[CH:6]=[CH:5][C:4]([C:7]2[N:11]([CH2:12][CH:13]3[CH2:17][CH2:16][NH:15][CH2:14]3)[C:10]3[CH:18]=[C:19]([C:22]([NH:24][CH3:25])=[O:23])[CH:20]=[CH:21][C:9]=3[N:8]=2)=[CH:3][CH:2]=1.[CH3:32][N:33]([CH3:37])[C:34](Cl)=[O:35].C(O)C(N)(CO)CO. Product: [C:1]1([C:26]2[CH:27]=[CH:28][CH:29]=[CH:30][CH:31]=2)[CH:6]=[CH:5][C:4]([C:7]2[N:11]([CH2:12][CH:13]3[CH2:17][CH2:16][N:15]([C:34]([N:33]([CH3:37])[CH3:32])=[O:35])[CH2:14]3)[C:10]3[CH:18]=[C:19]([C:22]([NH:24][CH3:25])=[O:23])[CH:20]=[CH:21][C:9]=3[N:8]=2)=[CH:3][CH:2]=1. The catalyst class is: 37. (2) Reactant: [CH3:1][C:2]([CH3:6])([CH3:5])[CH:3]=O.Cl.[Cl:8][C:9]1[CH:22]=[C:21]([O:23][CH2:24][CH:25]=[C:26]([Cl:28])[Cl:27])[CH:20]=[C:19]([Cl:29])[C:10]=1[O:11][CH2:12][CH2:13][CH2:14][CH2:15][CH2:16][O:17][NH2:18].C(O)(=O)CC(CC(O)=O)(C(O)=O)O. Product: [Cl:8][C:9]1[CH:22]=[C:21]([O:23][CH2:24][CH:25]=[C:26]([Cl:28])[Cl:27])[CH:20]=[C:19]([Cl:29])[C:10]=1[O:11][CH2:12][CH2:13][CH2:14][CH2:15][CH2:16][O:17][N:18]=[CH:3][C:2]([CH3:6])([CH3:5])[CH3:1]. The catalyst class is: 17.